From a dataset of NCI-60 drug combinations with 297,098 pairs across 59 cell lines. Regression. Given two drug SMILES strings and cell line genomic features, predict the synergy score measuring deviation from expected non-interaction effect. (1) Drug 1: CC1OCC2C(O1)C(C(C(O2)OC3C4COC(=O)C4C(C5=CC6=C(C=C35)OCO6)C7=CC(=C(C(=C7)OC)O)OC)O)O. Drug 2: C1=CC=C(C(=C1)C(C2=CC=C(C=C2)Cl)C(Cl)Cl)Cl. Cell line: MOLT-4. Synergy scores: CSS=82.0, Synergy_ZIP=8.87, Synergy_Bliss=8.24, Synergy_Loewe=-17.8, Synergy_HSA=8.37. (2) Drug 1: C1=CN(C(=O)N=C1N)C2C(C(C(O2)CO)O)O.Cl. Drug 2: CC(C)CN1C=NC2=C1C3=CC=CC=C3N=C2N. Cell line: MCF7. Synergy scores: CSS=-1.92, Synergy_ZIP=-0.220, Synergy_Bliss=0.0620, Synergy_Loewe=-2.54, Synergy_HSA=-1.97. (3) Drug 1: C1C(C(OC1N2C=NC3=C(N=C(N=C32)Cl)N)CO)O. Drug 2: CN(CCCl)CCCl.Cl. Cell line: IGROV1. Synergy scores: CSS=16.1, Synergy_ZIP=-4.60, Synergy_Bliss=-0.773, Synergy_Loewe=-0.800, Synergy_HSA=1.36. (4) Drug 1: COC1=C(C=C2C(=C1)N=CN=C2NC3=CC(=C(C=C3)F)Cl)OCCCN4CCOCC4. Drug 2: CC1C(C(CC(O1)OC2CC(CC3=C2C(=C4C(=C3O)C(=O)C5=C(C4=O)C(=CC=C5)OC)O)(C(=O)CO)O)N)O.Cl. Cell line: COLO 205. Synergy scores: CSS=52.9, Synergy_ZIP=-1.17, Synergy_Bliss=0.130, Synergy_Loewe=-14.2, Synergy_HSA=0.685.